From a dataset of Reaction yield outcomes from USPTO patents with 853,638 reactions. Predict the reaction yield, written as a fraction of the theoretical maximum amount of product (1.0 means a 100% yield; for example, 0.34 means a 34% yield). (1) The reactants are [Br:1][C:2]1[CH:23]=[CH:22][C:5]([C:6]([NH:8][C:9]2[CH:14]=[CH:13][CH:12]=[CH:11][C:10]=2[NH:15][C:16]2[CH:21]=[CH:20][CH:19]=[CH:18][CH:17]=2)=O)=[CH:4][CH:3]=1.P(Cl)(Cl)(Cl)=O. The catalyst is O1CCOCC1. The product is [Br:1][C:2]1[CH:23]=[CH:22][C:5]([C:6]2[N:15]([C:16]3[CH:21]=[CH:20][CH:19]=[CH:18][CH:17]=3)[C:10]3[CH:11]=[CH:12][CH:13]=[CH:14][C:9]=3[N:8]=2)=[CH:4][CH:3]=1. The yield is 0.900. (2) The reactants are C([O:8][CH:9]([CH3:30])[CH2:10][CH2:11][C:12]1[O:13][C:14]2[C:23]3[CH:22]([CH2:24][CH2:25][NH:26][C:27](=[O:29])[CH3:28])[CH2:21][CH2:20][C:19]=3[CH:18]=[CH:17][C:15]=2[N:16]=1)C1C=CC=CC=1. The catalyst is CO.[C].[Pd]. The product is [OH:8][CH:9]([CH3:30])[CH2:10][CH2:11][C:12]1[O:13][C:14]2[C:23]3[CH:22]([CH2:24][CH2:25][NH:26][C:27](=[O:29])[CH3:28])[CH2:21][CH2:20][C:19]=3[CH:18]=[CH:17][C:15]=2[N:16]=1. The yield is 0.840. (3) The reactants are [N:1]([CH2:4][CH:5]1[CH2:9][C:8]2[CH:10]=[C:11]([CH3:20])[CH:12]=[C:13]([C:14]3[CH:19]=[CH:18][CH:17]=[CH:16][CH:15]=3)[C:7]=2[O:6]1)=[N+]=[N-].C1(P(C2C=CC=CC=2)C2C=CC=CC=2)C=CC=CC=1. No catalyst specified. The product is [CH3:20][C:11]1[CH:12]=[C:13]([C:14]2[CH:19]=[CH:18][CH:17]=[CH:16][CH:15]=2)[C:7]2[O:6][CH:5]([CH2:4][NH2:1])[CH2:9][C:8]=2[CH:10]=1. The yield is 0.610. (4) The reactants are [CH2:1]([O:8][C:9]1[CH:10]=[C:11]2[C:16](=[CH:17][CH:18]=1)[C:15](=[O:19])[N:14]([CH2:20][CH:21]([CH3:23])[CH3:22])[C:13]([C:24](O)=[O:25])=[C:12]2[C:27]1[CH:32]=[CH:31][CH:30]=[CH:29][CH:28]=1)[C:2]1[CH:7]=[CH:6][CH:5]=[CH:4][CH:3]=1.C(Cl)(=O)C(Cl)=O.[BH4-].[Na+].Cl. The catalyst is O1CCCC1.CN(C)C=O.COCCOC. The product is [CH2:1]([O:8][C:9]1[CH:10]=[C:11]2[C:16](=[CH:17][CH:18]=1)[C:15](=[O:19])[N:14]([CH2:20][CH:21]([CH3:22])[CH3:23])[C:13]([CH2:24][OH:25])=[C:12]2[C:27]1[CH:28]=[CH:29][CH:30]=[CH:31][CH:32]=1)[C:2]1[CH:3]=[CH:4][CH:5]=[CH:6][CH:7]=1. The yield is 0.885. (5) The reactants are [Cl-].ClC1N(C)CC[NH+]1C.[NH2:10][C:11]1[CH:12]=[CH:13][C:14]([Cl:17])=[N:15][CH:16]=1.C(N(CC)CC)C.[CH3:25][O:26][C:27]1[C:28](=[O:51])[C:29]([CH3:50])=[C:30]([CH2:36][C:37]2[CH:45]=[CH:44][C:40]([C:41](O)=[O:42])=[C:39]([O:46]C(=O)C)[CH:38]=2)[C:31](=[O:35])[C:32]=1[O:33][CH3:34]. The catalyst is C(Cl)(Cl)Cl.C(Cl)Cl. The product is [Cl:17][C:14]1[N:15]=[CH:16][C:11]([NH:10][C:41](=[O:42])[C:40]2[CH:44]=[CH:45][C:37]([CH2:36][C:30]3[C:31](=[O:35])[C:32]([O:33][CH3:34])=[C:27]([O:26][CH3:25])[C:28](=[O:51])[C:29]=3[CH3:50])=[CH:38][C:39]=2[OH:46])=[CH:12][CH:13]=1. The yield is 0.170. (6) The reactants are [H-].[Al+3].[Li+].[H-].[H-].[H-].[O:7]=[C:8]1[CH2:13][CH2:12][CH2:11][C@H:10]([CH2:14][CH2:15][C:16](=[O:24])[CH2:17][C:18]2[CH:23]=[CH:22][CH:21]=[CH:20][CH:19]=2)[N:9]1[CH2:25][CH2:26][CH2:27][CH2:28][O:29][CH2:30][C:31]#[N:32]. The catalyst is C1COCC1. The product is [OH:24][CH:16]([CH2:17][C:18]1[CH:23]=[CH:22][CH:21]=[CH:20][CH:19]=1)[CH2:15][CH2:14][C@H:10]1[CH2:11][CH2:12][CH2:13][C:8](=[O:7])[N:9]1[CH2:25][CH2:26][CH2:27][CH2:28][O:29][CH2:30][C:31]#[N:32]. The yield is 0.780. (7) The reactants are [Cl:1][C:2]1[CH:11]=[C:10]([CH3:12])[C:9]2[C:4](=[CH:5][CH:6]=[C:7]([N+:13]([O-])=O)[CH:8]=2)[N:3]=1. The catalyst is CO.[Pt]. The product is [Cl:1][C:2]1[CH:11]=[C:10]([CH3:12])[C:9]2[C:4](=[CH:5][CH:6]=[C:7]([NH2:13])[CH:8]=2)[N:3]=1. The yield is 0.820. (8) The reactants are CN1CCOCC1.[O:8]=[C:9]1[CH2:13][CH2:12][CH2:11][N:10]1[CH2:14][CH2:15][C:16]([OH:18])=O.[CH:19]1([Mg]Br)[CH2:23][CH2:22][CH2:21][CH2:20]1. The catalyst is C1COCC1.[Cu](I)I. The product is [CH:19]1([C:16](=[O:18])[CH2:15][CH2:14][N:10]2[CH2:11][CH2:12][CH2:13][C:9]2=[O:8])[CH2:23][CH2:22][CH2:21][CH2:20]1. The yield is 0.150. (9) The catalyst is C1C=CC([P]([Pd]([P](C2C=CC=CC=2)(C2C=CC=CC=2)C2C=CC=CC=2)([P](C2C=CC=CC=2)(C2C=CC=CC=2)C2C=CC=CC=2)[P](C2C=CC=CC=2)(C2C=CC=CC=2)C2C=CC=CC=2)(C2C=CC=CC=2)C2C=CC=CC=2)=CC=1.O1CCOCC1. The product is [Br:1][C:2]1[C:3]([CH3:9])=[N:4][C:5]([CH:10]2[CH2:12][CH2:11]2)=[CH:6][CH:7]=1. The yield is 0.470. The reactants are [Br:1][C:2]1[C:3]([CH3:9])=[N:4][C:5](Br)=[CH:6][CH:7]=1.[CH:10]1(B(O)O)[CH2:12][CH2:11]1.C([O-])([O-])=O.[Cs+].[Cs+]. (10) The reactants are [Cl:1][C:2]1[CH:10]=[CH:9][C:5]([C:6]([OH:8])=O)=[CH:4][CH:3]=1.[CH3:11]N(C(ON1N=NC2C=CC=CC1=2)=[N+](C)C)C.[B-](F)(F)(F)F.CN1CCOCC1.[N:40]1([CH2:44][C@@H:45]([NH:49][CH3:50])[CH2:46][CH2:47]C)[CH2:43][CH2:42][CH2:41]1. The catalyst is CN(C=O)C. The product is [N:40]1([CH2:44][C@@H:45]([N:49]([CH3:50])[C:6](=[O:8])[C:5]2[CH:4]=[CH:3][C:2]([Cl:1])=[CH:10][CH:9]=2)[CH:46]([CH3:47])[CH3:11])[CH2:41][CH2:42][CH2:43]1. The yield is 0.660.